Dataset: Full USPTO retrosynthesis dataset with 1.9M reactions from patents (1976-2016). Task: Predict the reactants needed to synthesize the given product. (1) The reactants are: FC(F)(F)C(O)=O.[NH2:8][C:9]1[C:14]([C:15]([C:17]2[CH:22]=[CH:21][CH:20]=[CH:19][C:18]=2[O:23][CH3:24])=[O:16])=[CH:13][N:12]=[C:11]([NH:25][CH:26]2[CH2:31][CH2:30][NH:29][CH2:28][CH2:27]2)[N:10]=1.[CH2:32]([N:35]=[C:36]=[O:37])[CH2:33][CH3:34]. Given the product [CH2:32]([NH:35][C:36]([N:29]1[CH2:30][CH2:31][CH:26]([NH:25][C:11]2[N:10]=[C:9]([NH2:8])[C:14]([C:15](=[O:16])[C:17]3[CH:22]=[CH:21][CH:20]=[CH:19][C:18]=3[O:23][CH3:24])=[CH:13][N:12]=2)[CH2:27][CH2:28]1)=[O:37])[CH2:33][CH3:34], predict the reactants needed to synthesize it. (2) Given the product [Cl:15][CH2:12][C:6]1[N:7]=[CH:8][CH:9]=[CH:10][C:5]=1[C:3]([O:2][CH3:1])=[O:4], predict the reactants needed to synthesize it. The reactants are: [CH3:1][O:2][C:3]([C:5]1[C:6]([CH3:12])=[N+:7]([O-])[CH:8]=[CH:9][CH:10]=1)=[O:4].O=P(Cl)(Cl)[Cl:15]. (3) Given the product [CH:1]1([C:4]2[CH:9]=[CH:8][C:7]([N:10]3[CH2:14][CH2:13][C:12]4([CH2:19][CH2:18][N:17]([CH2:34][CH2:33][CH2:32][C:26]5[CH:31]=[CH:30][CH:29]=[CH:28][CH:27]=5)[CH2:16][CH2:15]4)[C:11]3=[O:20])=[CH:6][CH:5]=2)[CH2:3][CH2:2]1, predict the reactants needed to synthesize it. The reactants are: [CH:1]1([C:4]2[CH:9]=[CH:8][C:7]([N:10]3[CH2:14][CH2:13][C:12]4([CH2:19][CH2:18][NH:17][CH2:16][CH2:15]4)[C:11]3=[O:20])=[CH:6][CH:5]=2)[CH2:3][CH2:2]1.C(O)(=O)C.[Na].[C:26]1([CH2:32][CH2:33][CH:34]=O)[CH:31]=[CH:30][CH:29]=[CH:28][CH:27]=1. (4) Given the product [C:1]([O:5][C:6]([N:8]1[CH2:12][CH:11]([CH3:13])[CH2:10][C@H:9]1[C:14]([OH:16])=[O:15])=[O:7])([CH3:2])([CH3:3])[CH3:4], predict the reactants needed to synthesize it. The reactants are: [C:1]([O:5][C:6]([N:8]1[CH2:12][C:11](=[CH2:13])[CH2:10][C@H:9]1[C:14]([OH:16])=[O:15])=[O:7])([CH3:4])([CH3:3])[CH3:2]. (5) Given the product [NH2:8][C@@H:9]1[CH2:10][CH2:11][C@H:12]([NH:15][C:16]2[N:21]=[C:20]([N:23]([CH3:25])[CH3:24])[CH:19]=[CH:18][CH:17]=2)[CH2:13][CH2:14]1, predict the reactants needed to synthesize it. The reactants are: C([NH:8][C@@H:9]1[CH2:14][CH2:13][C@H:12]([NH:15][C:16]2[CH:17]=[CH:18][CH:19]=[C:20]([N:23]([CH3:25])[CH3:24])[N+:21]=2[O-])[CH2:11][CH2:10]1)C1C=CC=CC=1. (6) Given the product [Si:13]([O:20][CH2:21][C@H:22]([O:24][CH2:25][C@H:26]([O:31][C:32]1[N:37]=[CH:36][N:35]=[C:34]2[N:38]([C:41]3[C:46]([Cl:47])=[CH:45][CH:44]=[CH:43][N:42]=3)[N:39]=[CH:40][C:33]=12)[C:27]([NH:12][C:9]1[CH:8]=[CH:7][C:6]([F:5])=[CH:11][N:10]=1)=[O:28])[CH3:23])([C:16]([CH3:19])([CH3:18])[CH3:17])([CH3:15])[CH3:14], predict the reactants needed to synthesize it. The reactants are: C[Al](C)C.[F:5][C:6]1[CH:7]=[CH:8][C:9]([NH2:12])=[N:10][CH:11]=1.[Si:13]([O:20][CH2:21][C@H:22]([O:24][CH2:25][C@H:26]([O:31][C:32]1[N:37]=[CH:36][N:35]=[C:34]2[N:38]([C:41]3[C:46]([Cl:47])=[CH:45][CH:44]=[CH:43][N:42]=3)[N:39]=[CH:40][C:33]=12)[C:27](OC)=[O:28])[CH3:23])([C:16]([CH3:19])([CH3:18])[CH3:17])([CH3:15])[CH3:14].C(C(C(C([O-])=O)O)O)([O-])=O.[K+].[Na+]. (7) Given the product [Br:5][C:6]1[CH:7]=[N:8][C:9]([C:13]#[N:14])=[N:10][CH:11]=1, predict the reactants needed to synthesize it. The reactants are: CS(C)=O.[Br:5][C:6]1[CH:7]=[N:8][C:9](Cl)=[N:10][CH:11]=1.[C-:13]#[N:14].[Na+].